Predict the reaction yield, written as a fraction of the theoretical maximum amount of product (1.0 means a 100% yield; for example, 0.34 means a 34% yield). From a dataset of Reaction yield outcomes from USPTO patents with 853,638 reactions. (1) The reactants are [NH2:1][C:2]1[CH:3]=[CH:4][C:5]2[O:9][C:8](=[O:10])[NH:7][C:6]=2[CH:11]=1.[Cl:12][C:13]1[N:18]=[C:17](Cl)[C:16]([CH3:20])=[CH:15][N:14]=1.CO. The catalyst is O. The product is [Cl:12][C:13]1[N:18]=[C:17]([NH:1][C:2]2[CH:3]=[CH:4][C:5]3[O:9][C:8](=[O:10])[NH:7][C:6]=3[CH:11]=2)[C:16]([CH3:20])=[CH:15][N:14]=1. The yield is 0.710. (2) The yield is 0.550. The product is [NH:11]1[CH2:19][CH2:18][CH2:17][CH2:16][CH:15]([NH:20][C:21]([N:23]2[CH2:29][CH2:28][C@@H:27]3[C@H:24]2[C:25](=[O:34])[N:26]3[S:30]([OH:33])(=[O:32])=[O:31])=[O:22])[CH2:14][CH2:13][CH2:12]1. The catalyst is C(O)C.O.C(O)(=O)C.[OH-].[OH-].[Pd+2]. The reactants are C(OC([N:11]1[CH2:19][CH2:18][CH2:17][CH2:16][CH:15]([NH:20][C:21]([N:23]2[CH2:29][CH2:28][C@@H:27]3[C@H:24]2[C:25](=[O:34])[N:26]3[S:30]([OH:33])(=[O:32])=[O:31])=[O:22])[CH2:14][CH2:13][CH2:12]1)=O)C1C=CC=CC=1.[H][H]. (3) The reactants are Br[C:2]1[CH:10]=[C:9]2[C:5]([CH:6]=[CH:7][N:8]2[CH3:11])=[C:4]([CH2:12][N:13]2[C:17]3[CH:18]=[CH:19][CH:20]=[CH:21][C:16]=3[N:15]([CH:22]([CH2:27][CH2:28][CH3:29])[CH2:23][C:24]([OH:26])=[O:25])[C:14]2=[O:30])[CH:3]=1.C([O-])=[O:32].[NH4+]. The catalyst is CO. The product is [CH3:11][N:8]1[C:9]2[C:5](=[C:4]([CH2:12][N:13]3[C:17]4[CH:18]=[CH:19][CH:20]=[CH:21][C:16]=4[N:15]([CH:22]([CH2:27][CH2:28][CH3:29])[CH2:23][C:24]([OH:26])=[O:25])[C:14]3=[O:30])[CH:3]=[CH:2][CH:10]=2)[CH2:6][C:7]1=[O:32]. The yield is 0.350. (4) The catalyst is CN(C=O)C. The yield is 0.663. The reactants are [H-].[Na+].[CH:3]([C@@H:6]1[C:11](=[O:12])[NH:10][CH2:9][CH2:8][N:7]1[C:13]([O:15][C:16]([CH3:19])([CH3:18])[CH3:17])=[O:14])([CH3:5])[CH3:4].[F:20][C:21]1[CH:30]=[C:29](F)[C:28]([N+:32]([O-:34])=[O:33])=[CH:27][C:22]=1[C:23]([O:25][CH3:26])=[O:24]. The product is [F:20][C:21]1[C:22]([C:23]([O:25][CH3:26])=[O:24])=[CH:27][C:28]([N+:32]([O-:34])=[O:33])=[C:29]([N:10]2[CH2:9][CH2:8][N:7]([C:13]([O:15][C:16]([CH3:17])([CH3:19])[CH3:18])=[O:14])[C@H:6]([CH:3]([CH3:5])[CH3:4])[C:11]2=[O:12])[CH:30]=1. (5) The reactants are [CH2:1]1[CH:10]2[N:5]([CH2:6][CH2:7][CH2:8][CH2:9]2)[CH2:4][CH:3]([C:11](OCC)=[O:12])[CH2:2]1.[H-].[Al+3].[Li+].[H-].[H-].[H-].C(OCC)(=O)C.[OH-].[Na+]. The catalyst is O1CCCC1.O. The product is [CH2:1]1[CH:10]2[N:5]([CH2:6][CH2:7][CH2:8][CH2:9]2)[CH2:4][CH:3]([CH2:11][OH:12])[CH2:2]1. The yield is 0.880.